The task is: Predict the product of the given reaction.. This data is from Forward reaction prediction with 1.9M reactions from USPTO patents (1976-2016). (1) Given the reactants [Cl:1][C:2]1[CH:3]=[C:4]([C:9]2[NH:13][N:12]=[N:11][N:10]=2)[CH:5]=[CH:6][C:7]=1[Cl:8].Br.Br[CH2:16][C:17]1[CH:18]=[N:19][CH:20]=[CH:21][CH:22]=1.Cl.ClCC1C(C)=NC=CC=1, predict the reaction product. The product is: [Cl:1][C:2]1[CH:3]=[C:4]([C:9]2[N:13]([CH2:16][C:17]3[CH:18]=[N:19][CH:20]=[CH:21][CH:22]=3)[N:12]=[N:11][N:10]=2)[CH:5]=[CH:6][C:7]=1[Cl:8]. (2) Given the reactants [Cl:1][C:2]1[CH:7]=[CH:6][C:5]([C:8]2([CH3:41])[C:12]([C:14]3[CH:19]=[CH:18][C:17]([Cl:20])=[CH:16][CH:15]=3)([CH3:13])[N:11]([C:21](Cl)=[O:22])[C:10]([C:24]3[CH:29]=[CH:28][C:27]([S:30]([N:33]4[CH2:37][CH2:36][CH2:35][CH2:34]4)(=[O:32])=[O:31])=[CH:26][C:25]=3[O:38][CH2:39][CH3:40])=[N:9]2)=[CH:4][CH:3]=1.Cl.Cl.[N:44]1([CH2:50][CH2:51][NH:52][C:53](=[O:55])[CH3:54])[CH2:49][CH2:48][NH:47][CH2:46][CH2:45]1, predict the reaction product. The product is: [Cl:1][C:2]1[CH:7]=[CH:6][C:5]([C@@:8]2([CH3:41])[C@:12]([C:14]3[CH:19]=[CH:18][C:17]([Cl:20])=[CH:16][CH:15]=3)([CH3:13])[N:11]([C:21]([N:47]3[CH2:46][CH2:45][N:44]([CH2:50][CH2:51][NH:52][C:53](=[O:55])[CH3:54])[CH2:49][CH2:48]3)=[O:22])[C:10]([C:24]3[CH:29]=[CH:28][C:27]([S:30]([N:33]4[CH2:37][CH2:36][CH2:35][CH2:34]4)(=[O:31])=[O:32])=[CH:26][C:25]=3[O:38][CH2:39][CH3:40])=[N:9]2)=[CH:4][CH:3]=1. (3) Given the reactants C(OC([N:8]1[CH2:13][CH2:12][N:11]([S:14]([C:17]2[CH:26]=[CH:25][C:24]3[C:19](=[CH:20][CH:21]=[C:22]([Cl:27])[CH:23]=3)[CH:18]=2)(=[O:16])=[O:15])[CH2:10][CH:9]1[CH2:28][C:29](O)=[O:30])=O)(C)(C)C.[N:32]1C=CC=CC=1.C(=O)(O)[O-].[NH4+].C(=O)(OOC(C)(C)C)OOC(C)(C)C, predict the reaction product. The product is: [ClH:27].[Cl:27][C:22]1[CH:23]=[C:24]2[C:19](=[CH:20][CH:21]=1)[CH:18]=[C:17]([S:14]([N:11]1[CH2:12][CH2:13][NH:8][CH:9]([CH2:28][C:29](=[O:30])[NH2:32])[CH2:10]1)(=[O:16])=[O:15])[CH:26]=[CH:25]2. (4) Given the reactants C[O:2][C:3]1[C:4]([CH3:33])=[C:5]([C:24]([O:31]C)=[C:25]([O:29][CH3:30])[C:26]=1[O:27][CH3:28])[CH2:6][C:7]1[CH:8]=[CH:9][C:10]([C:16]2[CH:21]=[CH:20][CH:19]=[CH:18][C:17]=2[O:22][CH3:23])=[C:11]([CH:15]=1)[C:12]([OH:14])=[O:13].O=[N+]([O-])[O-].[O-][N+](=O)[O-].[O-][N+](=O)[O-].[O-][N+](=O)[O-].[O-][N+](=O)[O-].[O-][N+](=O)[O-].[Ce+4].[NH4+].[NH4+], predict the reaction product. The product is: [CH3:28][O:27][C:26]1[C:3](=[O:2])[C:4]([CH3:33])=[C:5]([CH2:6][C:7]2[CH:8]=[CH:9][C:10]([C:16]3[CH:21]=[CH:20][CH:19]=[CH:18][C:17]=3[O:22][CH3:23])=[C:11]([CH:15]=2)[C:12]([OH:14])=[O:13])[C:24](=[O:31])[C:25]=1[O:29][CH3:30]. (5) The product is: [CH2:1]([C:3]1[CH:4]=[N:5][C:6]([N:9]2[CH2:10][CH2:11][CH:12]([C@H:15]3[CH2:17][C@H:16]3[CH2:18][CH2:19][O:20][C:21]3[CH:26]=[CH:25][C:24]([CH2:27][C:28]([O:44][CH3:40])=[O:29])=[C:23]([F:30])[CH:22]=3)[CH2:13][CH2:14]2)=[N:7][CH:8]=1)[CH3:2]. Given the reactants [CH2:1]([C:3]1[CH:4]=[N:5][C:6]([N:9]2[CH2:14][CH2:13][CH:12]([C@H:15]3[CH2:17][C@H:16]3[CH2:18][CH2:19][O:20][C:21]3[CH:26]=[CH:25][C:24]([CH2:27][CH2:28][OH:29])=[C:23]([F:30])[CH:22]=3)[CH2:11][CH2:10]2)=[N:7][CH:8]=1)[CH3:2].N1(C(=O)CC2C(F)=C[C:40]([OH:44])=CC=2F)CCC1.C1(P(C2C=CC=CC=2)C2C=CC=CC=2)C=CC=CC=1.N(C(OC(C)(C)C)=O)=NC(OC(C)(C)C)=O, predict the reaction product.